From a dataset of Reaction yield outcomes from USPTO patents with 853,638 reactions. Predict the reaction yield, written as a fraction of the theoretical maximum amount of product (1.0 means a 100% yield; for example, 0.34 means a 34% yield). (1) The yield is 0.158. The reactants are [CH3:1][C:2]1[NH:10][C:9]2[C:4](=[N:5][CH:6]=[CH:7][C:8]=2[N:11]2[CH2:20][CH2:19][C:18]3[C:13](=[CH:14][CH:15]=[CH:16][CH:17]=3)[CH2:12]2)[C:3]=1[CH3:21].CC(C)([O-])C.[K+].C1OCCOCCOCCOCCOCCOC1.[Cl:46][C:47]1[CH:54]=[CH:53][C:50]([CH2:51]Cl)=[CH:49][CH:48]=1. The catalyst is O1CCCC1. The product is [ClH:46].[Cl:46][C:47]1[CH:54]=[CH:53][C:50]([CH2:51][N:10]2[C:9]3[C:4](=[N:5][CH:6]=[CH:7][C:8]=3[N:11]3[CH2:20][CH2:19][C:18]4[C:13](=[CH:14][CH:15]=[CH:16][CH:17]=4)[CH2:12]3)[C:3]([CH3:21])=[C:2]2[CH3:1])=[CH:49][CH:48]=1. (2) The catalyst is CO.[Pd]. The yield is 0.740. The reactants are N#N.[CH3:3][O:4][C:5](=[O:21])[CH2:6][C:7]1[S:8][C:9]([C:12]2[CH:17]=[CH:16][CH:15]=[C:14]([N+:18]([O-])=O)[CH:13]=2)=[CH:10][CH:11]=1. The product is [CH3:3][O:4][C:5](=[O:21])[CH2:6][C:7]1[S:8][C:9]([C:12]2[CH:17]=[CH:16][CH:15]=[C:14]([NH2:18])[CH:13]=2)=[CH:10][CH:11]=1. (3) The reactants are [C:1]([O:5][C:6]([N:8]1[CH2:11][CH:10]([C:12]([OH:14])=O)[CH2:9]1)=[O:7])([CH3:4])([CH3:3])[CH3:2].CCN(C(C)C)C(C)C.CN([C:27]([O:31][N:32]1N=NC2C=CC=N[C:33]1=2)=[N+](C)C)C.F[P-](F)(F)(F)(F)F.CNOC. The catalyst is C1COCC1.[NH4+].[Cl-]. The product is [C:1]([O:5][C:6]([N:8]1[CH2:9][CH:10]([C:12](=[O:14])[N:32]([O:31][CH3:27])[CH3:33])[CH2:11]1)=[O:7])([CH3:2])([CH3:3])[CH3:4]. The yield is 0.990. (4) The reactants are [Br:1][C:2]1[CH:10]=[C:9]2[C:5]([C:6]([CH:20]=O)=[CH:7][N:8]2[S:11]([C:14]2[CH:15]=[N:16][CH:17]=[CH:18][CH:19]=2)(=[O:13])=[O:12])=[CH:4][CH:3]=1.[CH3:22][NH2:23].O1CCCC1.[BH4-].[Na+]. The catalyst is CO. The product is [Br:1][C:2]1[CH:10]=[C:9]2[C:5]([C:6]([CH2:20][NH:23][CH3:22])=[CH:7][N:8]2[S:11]([C:14]2[CH:15]=[N:16][CH:17]=[CH:18][CH:19]=2)(=[O:13])=[O:12])=[CH:4][CH:3]=1. The yield is 0.326. (5) The reactants are [CH2:1]([O:8][C:9](=[O:25])[CH:10]([NH:17][C:18]([O:20][C:21]([CH3:24])([CH3:23])[CH3:22])=[O:19])[CH2:11][C:12]1[N:13]=[CH:14][NH:15][CH:16]=1)[C:2]1[CH:7]=[CH:6][CH:5]=[CH:4][CH:3]=1.C(N(CC)CC)C.[C:33](Cl)([C:46]1[CH:51]=[CH:50][CH:49]=[CH:48][CH:47]=1)([C:40]1[CH:45]=[CH:44][CH:43]=[CH:42][CH:41]=1)[C:34]1[CH:39]=[CH:38][CH:37]=[CH:36][CH:35]=1. The catalyst is C(Cl)(Cl)Cl. The product is [CH2:1]([O:8][C:9](=[O:25])[CH:10]([NH:17][C:18]([O:20][C:21]([CH3:22])([CH3:24])[CH3:23])=[O:19])[CH2:11][C:12]1[N:13]=[CH:14][N:15]([C:33]([C:34]2[CH:39]=[CH:38][CH:37]=[CH:36][CH:35]=2)([C:46]2[CH:47]=[CH:48][CH:49]=[CH:50][CH:51]=2)[C:40]2[CH:41]=[CH:42][CH:43]=[CH:44][CH:45]=2)[CH:16]=1)[C:2]1[CH:3]=[CH:4][CH:5]=[CH:6][CH:7]=1. The yield is 0.740. (6) The reactants are [CH:1]12[CH2:10][CH:5]3[CH2:6][CH:7]([CH2:9][CH:3]([CH2:4]3)[CH:2]1[NH:11][C:12]([N:14]1[CH2:19][CH2:18][CH2:17][C:16]3([CH2:27][C:26]4[C:21](=[CH:22][CH:23]=[CH:24][CH:25]=4)[C:20]3=[O:28])[CH2:15]1)=[O:13])[CH2:8]2.[BH4-].[Na+]. The catalyst is CO. The product is [CH:1]12[CH2:10][CH:5]3[CH2:6][CH:7]([CH2:9][CH:3]([CH2:4]3)[CH:2]1[NH:11][C:12]([N:14]1[CH2:19][CH2:18][CH2:17][C:16]3([CH2:27][C:26]4[C:21](=[CH:22][CH:23]=[CH:24][CH:25]=4)[CH:20]3[OH:28])[CH2:15]1)=[O:13])[CH2:8]2. The yield is 0.400.